Dataset: Reaction yield outcomes from USPTO patents with 853,638 reactions. Task: Predict the reaction yield, written as a fraction of the theoretical maximum amount of product (1.0 means a 100% yield; for example, 0.34 means a 34% yield). (1) The reactants are C[O:2][C:3](=O)[CH:4]([CH:28]1[CH2:30][CH2:29]1)[O:5][C:6]1[CH:27]=[CH:26][C:9]2[C:10]3[N:14]([CH2:15][CH2:16][O:17][C:8]=2[CH:7]=1)[CH:13]=[C:12]([C:18]1[N:19]([CH:23]([CH3:25])[CH3:24])[N:20]=[CH:21][N:22]=1)[N:11]=3.[NH3:32]. The catalyst is CO. The product is [CH:28]1([CH:4]([O:5][C:6]2[CH:27]=[CH:26][C:9]3[C:10]4[N:14]([CH:13]=[C:12]([C:18]5[N:19]([CH:23]([CH3:25])[CH3:24])[N:20]=[CH:21][N:22]=5)[N:11]=4)[CH2:15][CH2:16][O:17][C:8]=3[CH:7]=2)[C:3]([NH2:32])=[O:2])[CH2:29][CH2:30]1. The yield is 0.500. (2) The reactants are [Br:1][C:2]1[CH:3]=[C:4]2[C:11]3([C:15](=[O:16])[NH:14][C:13](=O)[NH:12]3)[CH2:10][CH:9]([CH:18]3[CH2:23][CH2:22][CH2:21][CH2:20][CH2:19]3)[O:8][C:5]2=[CH:6][CH:7]=1.COC1C=CC(P2(SP(C3C=CC(OC)=CC=3)(=S)S2)=[S:33])=CC=1. The catalyst is O1CCOCC1. The product is [Br:1][C:2]1[CH:3]=[C:4]2[C:11]3([C:15](=[O:16])[NH:14][C:13](=[S:33])[NH:12]3)[CH2:10][CH:9]([CH:18]3[CH2:23][CH2:22][CH2:21][CH2:20][CH2:19]3)[O:8][C:5]2=[CH:6][CH:7]=1. The yield is 0.670. (3) The reactants are [Br-].[CH3:2][C:3]1[CH:28]=[CH:27][CH:26]=[C:25]([CH3:29])[C:4]=1[CH2:5][P+](C1C=CC=CC=1)(C1C=CC=CC=1)C1C=CC=CC=1.[CH:30]([C:32]1[CH:33]=[C:34]([CH:39]=[CH:40][CH:41]=1)[C:35]([O:37][CH3:38])=[O:36])=O. No catalyst specified. The product is [CH3:29][C:25]1[CH:26]=[CH:27][CH:28]=[C:3]([CH3:2])[C:4]=1[CH:5]=[CH:30][C:32]1[CH:33]=[C:34]([CH:39]=[CH:40][CH:41]=1)[C:35]([O:37][CH3:38])=[O:36]. The yield is 0.710. (4) The reactants are CN(C)/[CH:3]=[C:4](\[C:25]1[CH:30]=[CH:29][CH:28]=[CH:27][CH:26]=1)/[C:5]([C:7]1[CH:12]=[CH:11][C:10]([C:13]2([NH:17]C(=O)OC(C)(C)C)[CH2:16][CH2:15][CH2:14]2)=[CH:9][CH:8]=1)=O.[O:32]1[CH2:37][C:36](=O)[CH2:35][C:34](=[O:39])[CH2:33]1.[C:40]([O-:43])(=[O:42])C.[NH4+:44]. The catalyst is C(O)(=O)C. The product is [C:4]([O:43][C:40](=[O:42])[NH:17][C:13]1([C:10]2[CH:11]=[CH:12][C:7]([C:5]3[N:44]=[C:36]4[CH2:37][O:32][CH2:33][C:34](=[O:39])[C:35]4=[CH:3][C:4]=3[C:25]3[CH:26]=[CH:27][CH:28]=[CH:29][CH:30]=3)=[CH:8][CH:9]=2)[CH2:16][CH2:15][CH2:14]1)([CH3:25])([CH3:5])[CH3:3]. The yield is 0.0140. (5) The reactants are [C:1]([C:3]1[CH:8]=[CH:7][C:6](B(O)O)=[CH:5][CH:4]=1)#[N:2].[C:12]([O:16][C:17](=[O:26])[NH:18][C:19]1[CH:24]=[CH:23][CH:22]=[C:21](Br)[CH:20]=1)([CH3:15])([CH3:14])[CH3:13].C([O-])([O-])=O.[K+].[K+]. The catalyst is CN(C=O)C.O.C1C=CC([P]([Pd]([P](C2C=CC=CC=2)(C2C=CC=CC=2)C2C=CC=CC=2)([P](C2C=CC=CC=2)(C2C=CC=CC=2)C2C=CC=CC=2)[P](C2C=CC=CC=2)(C2C=CC=CC=2)C2C=CC=CC=2)(C2C=CC=CC=2)C2C=CC=CC=2)=CC=1. The product is [C:12]([O:16][C:17](=[O:26])[NH:18][C:19]1[CH:24]=[C:23]([C:6]2[CH:7]=[CH:8][C:3]([C:1]#[N:2])=[CH:4][CH:5]=2)[CH:22]=[CH:21][CH:20]=1)([CH3:15])([CH3:13])[CH3:14]. The yield is 0.590. (6) The reactants are Cl[C:2]1[C:7]([C:8]#[N:9])=[CH:6][N:5]=[C:4]2[S:10][C:11]([CH3:13])=[CH:12][C:3]=12.[NH2:14][C:15]1[C:16]([CH3:24])=[C:17]2[C:21](=[CH:22][CH:23]=1)[NH:20][CH:19]=[CH:18]2.O. The catalyst is C(O)C. The product is [CH3:13][C:11]1[S:10][C:4]2=[N:5][CH:6]=[C:7]([C:8]#[N:9])[C:2]([NH:14][C:15]3[C:16]([CH3:24])=[C:17]4[C:21](=[CH:22][CH:23]=3)[NH:20][CH:19]=[CH:18]4)=[C:3]2[CH:12]=1. The yield is 0.360. (7) The reactants are [C:1]([O:4][CH2:5][C:6]([CH3:49])([CH3:48])[CH2:7][N:8]1[C:14]2[CH:15]=[CH:16][C:17]([Cl:19])=[CH:18][C:13]=2[C@@H:12]([C:20]2[CH:25]=[CH:24][CH:23]=[C:22]([O:26][CH3:27])[C:21]=2[O:28][CH3:29])[O:11][C@H:10]([CH2:30][C:31]([NH:33][C:34]2[CH:39]=[CH:38][C:37]([CH2:40][CH2:41][C:42]([O:44]CC)=[O:43])=[CH:36][CH:35]=2)=[O:32])[C:9]1=[O:47])(=[O:3])[CH3:2].[OH-].[Na+].C(O)C. The catalyst is O. The product is [C:1]([O:4][CH2:5][C:6]([CH3:49])([CH3:48])[CH2:7][N:8]1[C:14]2[CH:15]=[CH:16][C:17]([Cl:19])=[CH:18][C:13]=2[C@@H:12]([C:20]2[CH:25]=[CH:24][CH:23]=[C:22]([O:26][CH3:27])[C:21]=2[O:28][CH3:29])[O:11][C@H:10]([CH2:30][C:31]([NH:33][C:34]2[CH:39]=[CH:38][C:37]([CH2:40][CH2:41][C:42]([OH:44])=[O:43])=[CH:36][CH:35]=2)=[O:32])[C:9]1=[O:47])(=[O:3])[CH3:2]. The yield is 0.450.